The task is: Predict which catalyst facilitates the given reaction.. This data is from Catalyst prediction with 721,799 reactions and 888 catalyst types from USPTO. (1) Reactant: Cl[C:2]1[CH:7]=[N:6][C:5]([C:8]2[CH:13]=[CH:12][CH:11]=[CH:10][CH:9]=2)=[C:4]([C:14]2[CH:19]=[CH:18][CH:17]=[CH:16][CH:15]=2)[N:3]=1.[N-:20]=[N+:21]=[N-:22].[Na+]. Product: [N:20]([C:2]1[CH:7]=[N:6][C:5]([C:8]2[CH:13]=[CH:12][CH:11]=[CH:10][CH:9]=2)=[C:4]([C:14]2[CH:19]=[CH:18][CH:17]=[CH:16][CH:15]=2)[N:3]=1)=[N+:21]=[N-:22]. The catalyst class is: 31. (2) Reactant: [N:1]1[CH:6]=[CH:5][CH:4]=[CH:3][C:2]=1[C:7]1[N:8]=[C:9]([OH:16])[C:10]2[CH:15]=[CH:14][S:13][C:11]=2[N:12]=1.O[C@@H:18]1[CH2:22][N:21]([C:23]([O:25][C:26]([CH3:29])([CH3:28])[CH3:27])=[O:24])[C@H:20]([C:30]([O:32][CH3:33])=[O:31])[CH2:19]1.C1(P(C2C=CC=CC=2)C2C=CC=CC=2)C=CC=CC=1.N(C(OC(C)C)=O)=NC(OC(C)C)=O. Product: [N:1]1[CH:6]=[CH:5][CH:4]=[CH:3][C:2]=1[C:7]1[N:8]=[C:9]([O:16][C@H:18]2[CH2:22][N:21]([C:23]([O:25][C:26]([CH3:29])([CH3:28])[CH3:27])=[O:24])[C@H:20]([C:30]([O:32][CH3:33])=[O:31])[CH2:19]2)[C:10]2[CH:15]=[CH:14][S:13][C:11]=2[N:12]=1. The catalyst class is: 7.